This data is from Catalyst prediction with 721,799 reactions and 888 catalyst types from USPTO. The task is: Predict which catalyst facilitates the given reaction. (1) Reactant: [CH2:1]([O:8][CH2:9][C:10]([NH:12][C:13]1[N:21]=[CH:20][CH:19]=[CH:18][C:14]=1[C:15]([NH2:17])=[O:16])=O)[C:2]1[CH:7]=[CH:6][CH:5]=[CH:4][CH:3]=1.C(=O)([O-])[O-].[Na+].[Na+].O. Product: [CH2:1]([O:8][CH2:9][C:10]1[NH:17][C:15](=[O:16])[C:14]2[CH:18]=[CH:19][CH:20]=[N:21][C:13]=2[N:12]=1)[C:2]1[CH:7]=[CH:6][CH:5]=[CH:4][CH:3]=1. The catalyst class is: 315. (2) Reactant: [OH:1][C:2]([CH2:7][CH3:8])([CH2:5][CH3:6])[C:3]#[CH:4].C([Li])CCC.[Br:14]Br.CCOCC. Product: [Br:14][C:4]#[C:3][C:2]([OH:1])([CH2:7][CH3:8])[CH2:5][CH3:6]. The catalyst class is: 20. (3) Reactant: [CH3:1][O:2][C:3]([C:5]1[C:6]([C:13]2[CH:18]=[CH:17][CH:16]=[CH:15][CH:14]=2)=[N:7][O:8][C:9]=1[C:10](O)=[O:11])=[O:4].N1C=CC=CC=1.N1C(F)=NC(F)=NC=1[F:27]. Product: [F:27][C:10]([C:9]1[O:8][N:7]=[C:6]([C:13]2[CH:18]=[CH:17][CH:16]=[CH:15][CH:14]=2)[C:5]=1[C:3]([O:2][CH3:1])=[O:4])=[O:11]. The catalyst class is: 2. (4) Reactant: [CH:1]([C:3]1[CH:12]=[CH:11][C:6]([C:7]([O:9][CH3:10])=[O:8])=[CH:5][C:4]=1[OH:13])=[O:2].C([O-])([O-])=O.[K+].[K+].[CH2:20](Br)[CH:21]=[CH2:22]. Product: [CH2:22]([O:13][C:4]1[CH:5]=[C:6]([CH:11]=[CH:12][C:3]=1[CH:1]=[O:2])[C:7]([O:9][CH3:10])=[O:8])[CH:21]=[CH2:20]. The catalyst class is: 21. (5) Reactant: [C:1]([C:4]1[CH:9]=[CH:8][C:7]([S:10]([NH:13][C:14]2[CH:19]=[CH:18][C:17]([Cl:20])=[CH:16][C:15]=2[N:21]2[C:29]3[C:24](=[N:25][CH:26]=[CH:27][CH:28]=3)[N:23]=[N:22]2)(=[O:12])=[O:11])=[CH:6][CH:5]=1)(=[O:3])[CH3:2].[CH2:30]1COCC1.C[Mg]Br.CCOCC. Product: [Cl:20][C:17]1[CH:18]=[CH:19][C:14]([NH:13][S:10]([C:7]2[CH:8]=[CH:9][C:4]([C:1]([OH:3])([CH3:30])[CH3:2])=[CH:5][CH:6]=2)(=[O:12])=[O:11])=[C:15]([N:21]2[C:29]3[C:24](=[N:25][CH:26]=[CH:27][CH:28]=3)[N:23]=[N:22]2)[CH:16]=1. The catalyst class is: 47. (6) Reactant: [NH2:1][CH2:2][CH2:3][CH2:4][N:5]([CH3:15])[S:6]([C:9]1[CH:14]=[CH:13][CH:12]=[CH:11][CH:10]=1)(=[O:8])=[O:7].[S:16]1[CH2:21][CH2:20][C:19](=O)[CH2:18][CH2:17]1.C12(CS(O)(=O)=O)C(C)(C)C(CC1)CC2=O.Cl[C:39]([N:41]=[C:42]=[O:43])=[O:40]. Product: [O:40]=[C:39]1[N:1]([CH2:2][CH2:3][CH2:4][N:5]([CH3:15])[S:6]([C:9]2[CH:14]=[CH:13][CH:12]=[CH:11][CH:10]=2)(=[O:8])=[O:7])[C:19]2[CH2:18][CH2:17][S:16][CH2:21][C:20]=2[C:42](=[O:43])[NH:41]1. The catalyst class is: 11. (7) Reactant: [Si:1]([C:8]1[C:13]([Cl:14])=[C:12]([F:15])[N:11]=[C:10]([C:16]([C:18]2[C:19](F)=[N:20][CH:21]=[CH:22][CH:23]=2)=O)[C:9]=1[F:25])([C:4]([CH3:7])([CH3:6])[CH3:5])([CH3:3])[CH3:2].C(=O)([O-])[O-].[Ca+2].O.[NH2:32][NH2:33]. Product: [Si:1]([C:8]1[C:13]([Cl:14])=[C:12]([F:15])[N:11]=[C:10]([C:16]2[C:18]3[C:19](=[N:20][CH:21]=[CH:22][CH:23]=3)[NH:33][N:32]=2)[C:9]=1[F:25])([C:4]([CH3:7])([CH3:6])[CH3:5])([CH3:2])[CH3:3]. The catalyst class is: 12. (8) Reactant: [F:1][C:2]([F:21])([F:20])[C:3]([N:5]([CH:9]1[CH2:18][CH2:17][C:16]2[C:11](=[CH:12][C:13]([OH:19])=[CH:14][CH:15]=2)[CH2:10]1)[CH2:6][CH2:7][CH3:8])=[O:4].[CH3:22][C:23](C)([O-])C.[K+].C(I)C. Product: [CH2:22]([O:19][C:13]1[CH:12]=[C:11]2[C:16]([CH2:17][CH2:18][CH:9]([N:5]([CH2:6][CH2:7][CH3:8])[C:3](=[O:4])[C:2]([F:20])([F:21])[F:1])[CH2:10]2)=[CH:15][CH:14]=1)[CH3:23]. The catalyst class is: 16. (9) Reactant: [CH3:1][O:2][C:3](=[O:12])[C:4]1[CH:9]=[C:8](Cl)[N:7]=[C:6]([Cl:11])[CH:5]=1.[C:13]([O:17][C:18]([N:20]1[CH2:25][CH2:24][CH:23]([NH2:26])[CH2:22][CH2:21]1)=[O:19])([CH3:16])([CH3:15])[CH3:14].C1(P(C2C=CC=CC=2)C2C=CC3C(=CC=CC=3)C=2C2C3C(=CC=CC=3)C=CC=2P(C2C=CC=CC=2)C2C=CC=CC=2)C=CC=CC=1.C(=O)([O-])[O-].[Cs+].[Cs+]. Product: [CH3:1][O:2][C:3](=[O:12])[C:4]1[CH:5]=[C:6]([Cl:11])[N:7]=[C:8]([NH:26][CH:23]2[CH2:22][CH2:21][N:20]([C:18]([O:17][C:13]([CH3:16])([CH3:15])[CH3:14])=[O:19])[CH2:25][CH2:24]2)[CH:9]=1. The catalyst class is: 164. (10) Reactant: [CH2:1]([N:8]([CH2:23][CH2:24]Cl)[C:9]([C:11]1[NH:12][CH:13]=[CH:14][C:15]=1[C:16]1[CH:21]=[CH:20][C:19]([F:22])=[CH:18][CH:17]=1)=[O:10])[C:2]1[CH:7]=[CH:6][CH:5]=[CH:4][CH:3]=1.[H-].[Na+]. Product: [CH2:1]([N:8]1[CH2:23][CH2:24][N:12]2[CH:13]=[CH:14][C:15]([C:16]3[CH:21]=[CH:20][C:19]([F:22])=[CH:18][CH:17]=3)=[C:11]2[C:9]1=[O:10])[C:2]1[CH:7]=[CH:6][CH:5]=[CH:4][CH:3]=1. The catalyst class is: 1.